This data is from Full USPTO retrosynthesis dataset with 1.9M reactions from patents (1976-2016). The task is: Predict the reactants needed to synthesize the given product. (1) Given the product [CH3:27][O:26][C:16]1[C:14]2[N:15]=[C:11]([C:9]3[NH:8][C:6]4=[N:7][C:2]([N:29]([CH3:30])[CH3:28])=[CH:3][CH:4]=[C:5]4[N:10]=3)[S:12][C:13]=2[C:19]([N:20]2[CH2:25][CH2:24][O:23][CH2:22][CH2:21]2)=[CH:18][CH:17]=1, predict the reactants needed to synthesize it. The reactants are: Cl[C:2]1[N:7]=[C:6]2[NH:8][C:9]([C:11]3[S:12][C:13]4[C:19]([N:20]5[CH2:25][CH2:24][O:23][CH2:22][CH2:21]5)=[CH:18][CH:17]=[C:16]([O:26][CH3:27])[C:14]=4[N:15]=3)=[N:10][C:5]2=[CH:4][CH:3]=1.[CH3:28][NH:29][CH3:30]. (2) Given the product [Cl:1][C:2]1[CH:7]=[CH:6][C:5]([C:8]2[S:9][C:10]([C:14]([NH:16][NH:17][C:22](=[O:23])[C:21]3[CH:25]=[CH:26][C:27]([O:28][CH3:29])=[C:19]([OH:18])[CH:20]=3)=[O:15])=[C:11]([CH3:13])[N:12]=2)=[CH:4][CH:3]=1, predict the reactants needed to synthesize it. The reactants are: [Cl:1][C:2]1[CH:7]=[CH:6][C:5]([C:8]2[S:9][C:10]([C:14]([NH:16][NH2:17])=[O:15])=[C:11]([CH3:13])[N:12]=2)=[CH:4][CH:3]=1.[OH:18][C:19]1[CH:20]=[C:21]([CH:25]=[CH:26][C:27]=1[O:28][CH3:29])[C:22](Cl)=[O:23]. (3) Given the product [CH2:16]([O:15][C:10]1[C:9]([F:18])=[C:8]([NH2:7])[C:13]([F:14])=[CH:12][CH:11]=1)[CH3:17], predict the reactants needed to synthesize it. The reactants are: C(OC(=O)[NH:7][C:8]1[C:13]([F:14])=[CH:12][CH:11]=[C:10]([O:15][CH2:16][CH3:17])[C:9]=1[F:18])(C)(C)C.FC(F)(F)C(O)=O. (4) The reactants are: [CH3:1][O:2][C:3](=[O:19])[C:4]1[CH:12]=[C:11]([N:13]2[CH2:17][CH2:16][CH2:15][C:14]2=[O:18])[CH:10]=[C:6]([C:7]([OH:9])=O)[CH:5]=1.[CH3:20][NH:21][CH2:22][CH2:23][CH3:24].C1C=CC2N(O)N=NC=2C=1.C(Cl)CCl. Given the product [CH3:1][O:2][C:3](=[O:19])[C:4]1[CH:12]=[C:11]([N:13]2[CH2:17][CH2:16][CH2:15][C:14]2=[O:18])[CH:10]=[C:6]([C:7]([N:21]([CH3:20])[CH2:22][CH2:23][CH3:24])=[O:9])[CH:5]=1, predict the reactants needed to synthesize it. (5) The reactants are: [O:1]1CCO[CH:2]1[CH2:6][N:7]1[C:16]2[C:11](=[N:12][CH:13]=[C:14]([O:17][CH3:18])[CH:15]=2)[CH:10]=[CH:9][C:8]1=[O:19].FC(F)(F)C(O)=O. Given the product [CH3:18][O:17][C:14]1[CH:15]=[C:16]2[C:11]([CH:10]=[CH:9][C:8](=[O:19])[N:7]2[CH2:6][CH:2]=[O:1])=[N:12][CH:13]=1, predict the reactants needed to synthesize it. (6) Given the product [Cl:1][C:2]1[C:3]([C:28]([OH:30])=[O:29])=[N:4][N:5]([C:14]2[CH:15]=[C:16]([C:24]([CH3:27])([CH3:25])[CH3:26])[N:17]=[C:18]([C:20]([CH3:23])([CH3:22])[CH3:21])[CH:19]=2)[C:6]=1[CH2:7][CH:8]1[CH2:9][CH2:10][CH2:11][CH2:12][CH2:13]1, predict the reactants needed to synthesize it. The reactants are: [Cl:1][C:2]1[C:3]([C:28]([O:30]CC)=[O:29])=[N:4][N:5]([C:14]2[CH:19]=[C:18]([C:20]([CH3:23])([CH3:22])[CH3:21])[N:17]=[C:16]([C:24]([CH3:27])([CH3:26])[CH3:25])[CH:15]=2)[C:6]=1[CH2:7][CH:8]1[CH2:13][CH2:12][CH2:11][CH2:10][CH2:9]1.O[Li].O. (7) Given the product [OH:51][C:46]([CH3:45])([CH2:47][OH:48])[C:49]#[C:50][C:22]1[CH:23]=[C:24]2[C:33](=[CH:34][C:35]=1[F:36])[CH:32]1[CH2:37][CH:30]([CH2:31]1)[N:29]1[C:25]2=[N:26][C:27]([C:42]([NH2:44])=[O:43])=[C:28]1[C:38]([NH:40][CH3:41])=[O:39].[OH:51][C:46]([CH3:45])([CH2:47][OH:48])[C:49]#[C:50][C:2]1[CH:3]=[C:4]2[C:13](=[CH:14][C:15]=1[F:16])[CH:12]1[CH2:17][CH:10]([CH2:11]1)[N:9]1[C:5]2=[N:6][C:7]([C:18]([NH2:20])=[O:19])=[CH:8]1, predict the reactants needed to synthesize it. The reactants are: Br[C:2]1[CH:3]=[C:4]2[C:13](=[CH:14][C:15]=1[F:16])[CH:12]1[CH2:17][CH:10]([CH2:11]1)[N:9]1[C:5]2=[N:6][C:7]([C:18]([NH2:20])=[O:19])=[CH:8]1.Br[C:22]1[CH:23]=[C:24]2[C:33](=[CH:34][C:35]=1[F:36])[CH:32]1[CH2:37][CH:30]([CH2:31]1)[N:29]1[C:25]2=[N:26][C:27]([C:42]([NH2:44])=[O:43])=[C:28]1[C:38]([NH:40][CH3:41])=[O:39].[CH3:45][C:46]([OH:51])([C:49]#[CH:50])[CH2:47][OH:48]. (8) Given the product [Br:15][C:10]1[CH:11]=[CH:12][CH:13]=[C:14]2[C:9]=1[C:8]1([CH2:19][O:18][C:17]3[CH:20]=[C:21]4[C:25](=[CH:26][C:16]1=3)[CH2:24][CH2:23][O:22]4)[C:7](=[O:27])[N:6]2[CH2:5][C:4]([OH:28])=[O:3], predict the reactants needed to synthesize it. The reactants are: C([O:3][C:4](=[O:28])[CH2:5][N:6]1[C:14]2[C:9](=[C:10]([Br:15])[CH:11]=[CH:12][CH:13]=2)[C:8]2([CH2:19][O:18][C:17]3[CH:20]=[C:21]4[C:25](=[CH:26][C:16]2=3)[CH2:24][CH2:23][O:22]4)[C:7]1=[O:27])C.C(OC(=O)CN1C2C(=CC=CC=2)C2(C3=CC4OCOC=4C=C3OC2)C1=O)C. (9) Given the product [F:26][CH:25]([F:27])[O:24][C:10]1[CH:11]=[C:12]([N:15]2[CH2:20][CH2:19][N:18]([C:21](=[O:23])[CH3:22])[CH2:17][CH2:16]2)[CH:13]=[CH:14][C:9]=1[NH:8][C:6]1[C:5]([F:28])=[CH:4][N:3]=[C:2]([NH:48][C:45]2[CH:46]=[CH:47][C:42]([N:39]3[CH2:38][CH2:37][NH:36][CH2:41][CH2:40]3)=[CH:43][C:44]=2[O:49][CH3:50])[N:7]=1, predict the reactants needed to synthesize it. The reactants are: Cl[C:2]1[N:7]=[C:6]([NH:8][C:9]2[CH:14]=[CH:13][C:12]([N:15]3[CH2:20][CH2:19][N:18]([C:21](=[O:23])[CH3:22])[CH2:17][CH2:16]3)=[CH:11][C:10]=2[O:24][CH:25]([F:27])[F:26])[C:5]([F:28])=[CH:4][N:3]=1.C(OC([N:36]1[CH2:41][CH2:40][N:39]([C:42]2[CH:47]=[CH:46][C:45]([NH2:48])=[C:44]([O:49][CH3:50])[CH:43]=2)[CH2:38][CH2:37]1)=O)(C)(C)C.